From a dataset of Forward reaction prediction with 1.9M reactions from USPTO patents (1976-2016). Predict the product of the given reaction. (1) Given the reactants [Cl:1][C:2]1[CH:7]=[CH:6][C:5]([CH2:8][C@@H:9]([NH:29][C:30]([C@H:32]2[CH2:36][CH2:35][C@@H:34]([NH:37]C(OC(C)(C)C)=O)[CH2:33]2)=[O:31])[C:10]([N:12]2[CH2:17][CH2:16][CH:15]([C:18]3[CH:23]=[CH:22][CH:21]=[CH:20][C:19]=3[NH:24][S:25]([CH3:28])(=[O:27])=[O:26])[CH2:14][CH2:13]2)=[O:11])=[CH:4][CH:3]=1.C(O)(C(F)(F)F)=O, predict the reaction product. The product is: [Cl:1][C:2]1[CH:3]=[CH:4][C:5]([CH2:8][C@@H:9]([NH:29][C:30]([C@H:32]2[CH2:36][CH2:35][C@@H:34]([NH2:37])[CH2:33]2)=[O:31])[C:10]([N:12]2[CH2:17][CH2:16][CH:15]([C:18]3[CH:23]=[CH:22][CH:21]=[CH:20][C:19]=3[NH:24][S:25]([CH3:28])(=[O:27])=[O:26])[CH2:14][CH2:13]2)=[O:11])=[CH:6][CH:7]=1. (2) Given the reactants [CH2:1]([NH:3][CH2:4][CH3:5])[CH3:2].[NH:6]1[C:14]2[C:9](=[CH:10][C:11]([NH:15][CH:16]3[CH2:21][CH2:20][CH2:19][N:18]([CH:22]([C:26]4[CH:31]=[CH:30][CH:29]=[CH:28][CH:27]=4)[C:23]([OH:25])=O)[CH2:17]3)=[CH:12][CH:13]=2)[CH:8]=[N:7]1.Cl.C(N=C=NCCCN(C)C)C.ON1C2C=CC=CC=2N=N1.CN(C1C=CC=CN=1)C.C(=O)([O-])O.[Na+], predict the reaction product. The product is: [CH2:1]([N:3]([CH2:4][CH3:5])[C:23](=[O:25])[CH:22]([N:18]1[CH2:19][CH2:20][CH2:21][CH:16]([NH:15][C:11]2[CH:10]=[C:9]3[C:14](=[CH:13][CH:12]=2)[NH:6][N:7]=[CH:8]3)[CH2:17]1)[C:26]1[CH:27]=[CH:28][CH:29]=[CH:30][CH:31]=1)[CH3:2]. (3) Given the reactants [Br:1][C:2]1[C:10]([F:11])=[CH:9][C:5]([C:6]([OH:8])=[O:7])=[C:4]([Cl:12])[CH:3]=1.O=S(Cl)Cl.[CH3:17]O, predict the reaction product. The product is: [Br:1][C:2]1[C:10]([F:11])=[CH:9][C:5]([C:6]([O:8][CH3:17])=[O:7])=[C:4]([Cl:12])[CH:3]=1.